Predict the reactants needed to synthesize the given product. From a dataset of Full USPTO retrosynthesis dataset with 1.9M reactions from patents (1976-2016). (1) Given the product [NH2:7][C@@H:8]1[CH2:13][CH2:12][CH2:11][CH2:10][C@H:9]1[CH2:14][OH:15], predict the reactants needed to synthesize it. The reactants are: [H-].[H-].[H-].[H-].[Li+].[Al+3].[NH2:7][C@@H:8]1[CH2:13][CH2:12][CH2:11][CH2:10][C@H:9]1[C:14](O)=[O:15].O.[OH-].[Na+]. (2) Given the product [C:2]1([CH:8]2[CH2:13][CH2:12][CH2:11][N:10]([CH2:14][C:16]3[CH:31]=[CH:30][C:19]([O:20][C:21]4[CH:29]=[CH:28][C:24]([C:25]([NH2:27])=[O:26])=[CH:23][N:22]=4)=[CH:18][CH:17]=3)[CH2:9]2)[CH:7]=[CH:6][CH:5]=[CH:4][CH:3]=1, predict the reactants needed to synthesize it. The reactants are: Cl.[C:2]1([CH:8]2[CH2:13][CH2:12][CH2:11][NH:10][CH2:9]2)[CH:7]=[CH:6][CH:5]=[CH:4][CH:3]=1.[CH:14]([C:16]1[CH:31]=[CH:30][C:19]([O:20][C:21]2[CH:29]=[CH:28][C:24]([C:25]([NH2:27])=[O:26])=[CH:23][N:22]=2)=[CH:18][CH:17]=1)=O.C(O[BH-](OC(=O)C)OC(=O)C)(=O)C.[Na+].C(O)(=O)C.